Dataset: Forward reaction prediction with 1.9M reactions from USPTO patents (1976-2016). Task: Predict the product of the given reaction. (1) Given the reactants CS(O[C:6]1[CH:11]=[CH:10][C:9]([C:12]([CH3:15])([CH3:14])[CH3:13])=[CH:8][C:7]=1[C:16]([CH3:19])([CH3:18])[CH3:17])(=O)=O.C(O)=O.[OH-].[Li+].CO, predict the reaction product. The product is: [C:12]([C:9]1[CH:10]=[CH:11][CH:6]=[C:7]([C:16]([CH3:19])([CH3:18])[CH3:17])[CH:8]=1)([CH3:15])([CH3:14])[CH3:13]. (2) Given the reactants [N+](C1[CH:9]=[CH:8][C:7]([S:10][C:11]2[CH:12]=[CH:13][C:14]3[CH2:18][O:17][B:16]([OH:19])[C:15]=3[CH:20]=2)=[CH:6][CH:5]=1)([O-])=O.SC1C=C[N:25]=CC=1, predict the reaction product. The product is: [N:25]1[CH:9]=[CH:8][C:7]([S:10][C:11]2[CH:12]=[CH:13][C:14]3[CH2:18][O:17][B:16]([OH:19])[C:15]=3[CH:20]=2)=[CH:6][CH:5]=1.